Dataset: Reaction yield outcomes from USPTO patents with 853,638 reactions. Task: Predict the reaction yield, written as a fraction of the theoretical maximum amount of product (1.0 means a 100% yield; for example, 0.34 means a 34% yield). (1) The reactants are [NH:1]1[CH:5]=[C:4]([C:6]2[N:11]=[C:10]3[N:12]([CH2:15][C:16]4[CH:17]=[C:18]5[C:23](=[CH:24][CH:25]=4)[N:22]=[CH:21][CH:20]=[CH:19]5)[N:13]=[N:14][C:9]3=[N:8][CH:7]=2)[CH:3]=[N:2]1.C([O-])([O-])=O.[Cs+].[Cs+].[CH3:32][C:33]1([CH3:36])[CH2:35][O:34]1. The catalyst is CN(C=O)C. The product is [CH3:32][C:33]([OH:34])([CH3:36])[CH2:35][N:2]1[CH:3]=[C:4]([C:6]2[N:11]=[C:10]3[N:12]([CH2:15][C:16]4[CH:17]=[C:18]5[C:23](=[CH:24][CH:25]=4)[N:22]=[CH:21][CH:20]=[CH:19]5)[N:13]=[N:14][C:9]3=[N:8][CH:7]=2)[CH:5]=[N:1]1. The yield is 0.220. (2) The reactants are [NH2:1][C:2]1[CH:3]=[C:4]([C:8]2[N:13]3[N:14]=[C:15]([C:20]4[CH:25]=[CH:24][C:23]([O:26][C:27]5[CH:32]=[CH:31][CH:30]=[CH:29][CH:28]=5)=[CH:22][CH:21]=4)[C:16]([C:17]([NH2:19])=[O:18])=[C:12]3[N:11]=[CH:10][CH:9]=2)[CH:5]=[CH:6][CH:7]=1.[C:33](Cl)(=[O:36])[CH:34]=[CH2:35]. The catalyst is C(Cl)Cl. The product is [C:33]([NH:1][C:2]1[CH:3]=[C:4]([C:8]2[N:13]3[N:14]=[C:15]([C:20]4[CH:25]=[CH:24][C:23]([O:26][C:27]5[CH:28]=[CH:29][CH:30]=[CH:31][CH:32]=5)=[CH:22][CH:21]=4)[C:16]([C:17]([NH2:19])=[O:18])=[C:12]3[N:11]=[CH:10][CH:9]=2)[CH:5]=[CH:6][CH:7]=1)(=[O:36])[CH:34]=[CH2:35]. The yield is 0.110. (3) The reactants are [F:1][C:2]1[CH:3]=[CH:4][C:5]([NH:8][NH2:9])=[N:6][CH:7]=1.[CH3:10][N:11]1[CH2:16][CH2:15][CH2:14][CH2:13][C@H:12]1[C:17](O)=[O:18].C(Cl)CCl.C1C=CC2N(O)N=NC=2C=1.O.N. The catalyst is CN(C=O)C.CO.C(Cl)Cl. The product is [F:1][C:2]1[CH:3]=[CH:4][C:5]([NH:8][NH:9][C:17]([C@@H:12]2[CH2:13][CH2:14][CH2:15][CH2:16][N:11]2[CH3:10])=[O:18])=[N:6][CH:7]=1. The yield is 0.670. (4) The reactants are [NH2:1][CH2:2][CH2:3][N:4]1[C:12]2[CH:11]=[CH:10][CH:9]=[CH:8][C:7]=2[C:6]2[CH2:13][CH2:14][N:15]([C:18]([O:20][C:21]([CH3:24])([CH3:23])[CH3:22])=[O:19])[CH2:16][CH2:17][C:5]1=2.C(N(C(C)C)CC)(C)C.[C:34]1([S:40](Cl)(=[O:42])=[O:41])[CH:39]=[CH:38][CH:37]=[CH:36][CH:35]=1.C(O)(=O)CC(CC(O)=O)(C(O)=O)O. The catalyst is C1COCC1. The product is [C:34]1([S:40]([NH:1][CH2:2][CH2:3][N:4]2[C:12]3[CH:11]=[CH:10][CH:9]=[CH:8][C:7]=3[C:6]3[CH2:13][CH2:14][N:15]([C:18]([O:20][C:21]([CH3:24])([CH3:23])[CH3:22])=[O:19])[CH2:16][CH2:17][C:5]2=3)(=[O:42])=[O:41])[CH:39]=[CH:38][CH:37]=[CH:36][CH:35]=1. The yield is 0.750. (5) The reactants are [F:1][C:2]([F:16])([F:15])[C@@:3]([O:13][CH3:14])([C:7]1[CH:12]=[CH:11][CH:10]=[CH:9][CH:8]=1)[C:4]([OH:6])=[O:5].[F:17][C:18]1[C:23](O)=[C:22]([F:25])[C:21]([F:26])=[C:20]([F:27])[C:19]=1[F:28].C1CCC(N=C=NC2CCCCC2)CC1. The catalyst is CC#N. The product is [F:1][C:2]([F:15])([F:16])[C@@:3]([O:13][CH3:14])([C:7]1[CH:12]=[CH:11][CH:10]=[CH:9][CH:8]=1)[C:4]([O:6][C:23]1[C:22]([F:25])=[C:21]([F:26])[C:20]([F:27])=[C:19]([F:28])[C:18]=1[F:17])=[O:5]. The yield is 0.970.